From a dataset of Full USPTO retrosynthesis dataset with 1.9M reactions from patents (1976-2016). Predict the reactants needed to synthesize the given product. (1) Given the product [Cl:3][C:15]1[C:14]([C:10]2[CH:9]=[C:8]([S:7][CH3:6])[N:13]=[CH:12][N:11]=2)=[CH:19][N:18]=[CH:17][N:16]=1, predict the reactants needed to synthesize it. The reactants are: O=P(Cl)(Cl)[Cl:3].[CH3:6][S:7][C:8]1[N:13]=[CH:12][N:11]=[C:10]([C:14]2[C:15](O)=[N:16][CH:17]=[N:18][CH:19]=2)[CH:9]=1.C(N(CC)CC)C.C([O-])(O)=O.[Na+]. (2) Given the product [CH2:1]([O:8][N:9]1[C:15](=[O:16])[N:14]2[CH2:17][C@H:10]1[CH2:11][CH2:12][C@H:13]2[C:18]([O:20][CH2:28][CH:27]=[CH2:26])=[O:19])[C:2]1[CH:7]=[CH:6][CH:5]=[CH:4][CH:3]=1, predict the reactants needed to synthesize it. The reactants are: [CH2:1]([O:8][N:9]1[C:15](=[O:16])[N:14]2[CH2:17][C@H:10]1[CH2:11][CH2:12][C@H:13]2[C:18]([OH:20])=[O:19])[C:2]1[CH:7]=[CH:6][CH:5]=[CH:4][CH:3]=1.C(=O)([O-])O.[Na+].[CH2:26](Br)[CH:27]=[CH2:28].C(OCC)(=O)C. (3) Given the product [CH3:1][C:2]1([CH3:10])[O:6][C@:5]([CH3:9])([CH:7]=[N:12][OH:13])[CH2:4][O:3]1, predict the reactants needed to synthesize it. The reactants are: [CH3:1][C:2]1([CH3:10])[O:6][C@:5]([CH3:9])([CH:7]=O)[CH2:4][O:3]1.Cl.[NH2:12][OH:13].C([O-])([O-])=O.[Na+].[Na+]. (4) Given the product [F:1][C:2]1[CH:3]=[CH:4][C:5]([CH2:6][N:7]2[CH2:12][CH2:11][C:10]3[N:32]4[CH2:33][CH2:34][NH:29][C:30](=[O:35])[C:31]4=[C:21]([OH:23])[C:9]=3[C:8]2=[O:26])=[CH:27][CH:28]=1, predict the reactants needed to synthesize it. The reactants are: [F:1][C:2]1[CH:28]=[CH:27][C:5]([CH2:6][N:7]2[CH2:12][CH2:11][C:10](OS(C(F)(F)F)(=O)=O)=[C:9]([C:21]([O:23]CC)=O)[C:8]2=[O:26])=[CH:4][CH:3]=1.[NH:29]1[CH2:34][CH2:33][NH:32][CH2:31][C:30]1=[O:35]. (5) Given the product [Br:17][C:13]1[N:14]=[C:15]([O:8][CH2:7][CH:3]2[CH2:6][CH2:5][CH2:4]2)[C:10]([NH2:9])=[N:11][CH:12]=1, predict the reactants needed to synthesize it. The reactants are: [H-].[Na+].[CH:3]1([CH2:7][OH:8])[CH2:6][CH2:5][CH2:4]1.[NH2:9][C:10]1[C:15](Br)=[N:14][C:13]([Br:17])=[CH:12][N:11]=1.O. (6) Given the product [Cl:1][C:2]1[CH:3]=[C:4]([C:10]2[CH:15]=[C:14]([CH2:16][CH2:17][CH3:18])[CH:13]=[C:12]([C:19](=[N:27][OH:28])[NH2:20])[C:11]=2[C:21]2[S:22][CH:23]=[CH:24][C:25]=2[CH3:26])[CH:5]=[C:6]([F:9])[C:7]=1[OH:8], predict the reactants needed to synthesize it. The reactants are: [Cl:1][C:2]1[CH:3]=[C:4]([C:10]2[CH:15]=[C:14]([CH2:16][CH2:17][CH3:18])[CH:13]=[C:12]([C:19]#[N:20])[C:11]=2[C:21]2[S:22][CH:23]=[CH:24][C:25]=2[CH3:26])[CH:5]=[C:6]([F:9])[C:7]=1[OH:8].[NH2:27][OH:28]. (7) Given the product [F:1][C:2]1[CH:7]=[CH:6][C:5]([O:8][CH3:9])=[CH:4][C:3]=1[C:10]1[CH:15]=[CH:14][C:13]([NH:16][S:38]([C:33]2[CH:34]=[CH:35][CH:36]=[CH:37][C:32]=2[N+:29]([O-:31])=[O:30])(=[O:39])=[O:40])=[CH:12][C:11]=1[CH2:17][C:18]([CH3:21])([CH3:20])[CH3:19], predict the reactants needed to synthesize it. The reactants are: [F:1][C:2]1[CH:7]=[CH:6][C:5]([O:8][CH3:9])=[CH:4][C:3]=1[C:10]1[CH:15]=[CH:14][C:13]([NH2:16])=[CH:12][C:11]=1[CH2:17][C:18]([CH3:21])([CH3:20])[CH3:19].C(N(CC)CC)C.[N+:29]([C:32]1[CH:37]=[CH:36][CH:35]=[CH:34][C:33]=1[S:38](Cl)(=[O:40])=[O:39])([O-:31])=[O:30].O.